This data is from Reaction yield outcomes from USPTO patents with 853,638 reactions. The task is: Predict the reaction yield, written as a fraction of the theoretical maximum amount of product (1.0 means a 100% yield; for example, 0.34 means a 34% yield). (1) The reactants are Cl.[CH3:2][C:3]1([CH3:19])[C:11]2[C:6](=[N:7][CH:8]=[CH:9][N:10]=2)[N:5]([CH:12]2[CH2:17][CH2:16][NH:15][CH2:14][CH2:13]2)[C:4]1=[O:18].C(=O)([O-])[O-].[K+].[K+].Cl[C:27]1[S:28][C:29]2[CH:35]=[CH:34][CH:33]=[CH:32][C:30]=2[N:31]=1.O. The catalyst is CS(C)=O. The product is [S:28]1[C:29]2[CH:35]=[CH:34][CH:33]=[CH:32][C:30]=2[N:31]=[C:27]1[N:15]1[CH2:16][CH2:17][CH:12]([N:5]2[C:6]3=[N:7][CH:8]=[CH:9][N:10]=[C:11]3[C:3]([CH3:19])([CH3:2])[C:4]2=[O:18])[CH2:13][CH2:14]1. The yield is 0.470. (2) The reactants are Br[C:2]12[CH2:11][CH:6]3[CH2:7][CH:8]([CH2:10][C:4]([C:12]45[CH2:21][CH:16]6[CH2:17][CH:18]([CH2:20][C:14](Br)([CH2:15]6)[CH2:13]4)[CH2:19]5)([CH2:5]3)[CH2:3]1)[CH2:9]2.[C:23]1([OH:29])[CH:28]=[CH:27][CH:26]=[CH:25][CH:24]=1. The catalyst is CO. The product is [OH:29][C:23]1[CH:28]=[CH:27][C:26]([C:2]23[CH2:9][CH:8]4[CH2:7][CH:6]([CH2:5][C:4]([C:12]56[CH2:21][CH:16]7[CH2:17][CH:18]([CH2:20][C:14]([C:26]8[CH:27]=[CH:28][C:23]([OH:29])=[CH:24][CH:25]=8)([CH2:15]7)[CH2:13]5)[CH2:19]6)([CH2:10]4)[CH2:3]2)[CH2:11]3)=[CH:25][CH:24]=1. The yield is 0.937. (3) The reactants are [Si]([O:8][CH2:9][C@H:10]1[NH:14][CH:13]([C:15]2[C:16]([O:23]C)=[N:17][C:18]([O:21][CH3:22])=[CH:19][CH:20]=2)[C@@H:12]2[O:25]C(C)(C)[O:27][C@H:11]12)(C(C)(C)C)(C)C.B(Br)(Br)Br. The catalyst is ClCCl. The product is [OH:25][C@@H:12]1[C@H:11]([OH:27])[C@@H:10]([CH2:9][OH:8])[NH:14][C@H:13]1[C:15]1[C:16](=[O:23])[NH:17][C:18]([O:21][CH3:22])=[CH:19][CH:20]=1. The yield is 0.164. (4) The reactants are [CH3:1][N:2]([CH3:19])[C:3](=[O:18])[C@H:4]([O:6][C:7]1[CH:16]=[CH:15][CH:14]=[C:13]2[C:8]=1[C:9](=O)[NH:10][CH:11]=[N:12]2)[CH3:5].[F:20][C:21]1[N:26]=[CH:25][C:24]([CH2:27][N:28]2[C:36]3[C:31](=[CH:32][C:33]([NH2:37])=[CH:34][CH:35]=3)[CH:30]=[CH:29]2)=[CH:23][CH:22]=1. No catalyst specified. The product is [F:20][C:21]1[N:26]=[CH:25][C:24]([CH2:27][N:28]2[C:36]3[C:31](=[CH:32][C:33]([NH:37][C:9]4[C:8]5[C:13](=[CH:14][CH:15]=[CH:16][C:7]=5[O:6][C@H:4]([CH3:5])[C:3]([N:2]([CH3:19])[CH3:1])=[O:18])[N:12]=[CH:11][N:10]=4)=[CH:34][CH:35]=3)[CH:30]=[CH:29]2)=[CH:23][CH:22]=1. The yield is 0.540. (5) The reactants are [Cl:1][C:2]1[N:3]=[CH:4][N:5]([C:7]2[CH:12]=[CH:11][C:10]([N+:13]([O-])=O)=[CH:9][N:8]=2)[CH:6]=1.O.O.[Sn](Cl)Cl. The catalyst is CO. The product is [Cl:1][C:2]1[N:3]=[CH:4][N:5]([C:7]2[N:8]=[CH:9][C:10]([NH2:13])=[CH:11][CH:12]=2)[CH:6]=1. The yield is 0.650. (6) The reactants are [C:1]1([S:7]([N:10]2[CH2:15][CH2:14][NH:13][C:12]3[N:16]=[CH:17][C:18](I)=[CH:19][C:11]2=3)(=[O:9])=[O:8])[CH:6]=[CH:5][CH:4]=[CH:3][CH:2]=1.[CH3:21][N:22]1[CH2:27][CH2:26][N:25]([C:28]2[CH:33]=[CH:32][C:31](B3OC(C)(C)C(C)(C)O3)=[CH:30][N:29]=2)[CH2:24][CH2:23]1. No catalyst specified. The product is [C:1]1([S:7]([N:10]2[CH2:15][CH2:14][NH:13][C:12]3[N:16]=[CH:17][C:18]([C:31]4[CH:30]=[N:29][C:28]([N:25]5[CH2:24][CH2:23][N:22]([CH3:21])[CH2:27][CH2:26]5)=[CH:33][CH:32]=4)=[CH:19][C:11]2=3)(=[O:9])=[O:8])[CH:6]=[CH:5][CH:4]=[CH:3][CH:2]=1. The yield is 0.720. (7) The product is [CH3:9][S:10]([C:13]1[CH:18]=[CH:17][C:16]([C:5]2[N:6]=[CH:7][C:2]([NH2:1])=[N:3][CH:4]=2)=[CH:15][CH:14]=1)(=[O:12])=[O:11]. The catalyst is O1CCOCC1.CO.C1C=CC([P]([Pd]([P](C2C=CC=CC=2)(C2C=CC=CC=2)C2C=CC=CC=2)([P](C2C=CC=CC=2)(C2C=CC=CC=2)C2C=CC=CC=2)[P](C2C=CC=CC=2)(C2C=CC=CC=2)C2C=CC=CC=2)(C2C=CC=CC=2)C2C=CC=CC=2)=CC=1. The reactants are [NH2:1][C:2]1[CH:7]=[N:6][C:5](Br)=[CH:4][N:3]=1.[CH3:9][S:10]([C:13]1[CH:18]=[CH:17][C:16](B(O)O)=[CH:15][CH:14]=1)(=[O:12])=[O:11].C([O-])([O-])=O.[Na+].[Na+]. The yield is 0.670. (8) The reactants are F[C:2]1[CH:9]=[CH:8][CH:7]=[CH:6][C:3]=1[C:4]#[N:5].[NH:10]1[CH2:15][CH2:14][O:13][CH2:12][CH2:11]1. The catalyst is C(#N)C. The product is [O:13]1[CH2:14][CH2:15][N:10]([C:2]2[CH:9]=[CH:8][CH:7]=[CH:6][C:3]=2[C:4]#[N:5])[CH2:11][CH2:12]1. The yield is 0.950. (9) The reactants are [N:1]1[C:2]([C:10]([OH:12])=O)=[CH:3][N:4]2[CH:9]=[CH:8][CH:7]=[CH:6][C:5]=12.CN(C(ON1N=NC2C=CC=NC1=2)=[N+](C)C)C.F[P-](F)(F)(F)(F)F.C1C=NC2N(O)N=NC=2C=1.Cl.[NH2:48][CH:49]1[CH2:54][CH2:53][CH:52]([N:55]2[C:60](=[O:61])[C:59]3[CH:62]=[C:63]([F:66])[CH:64]=[N:65][C:58]=3[N:57]([CH:67]3[CH2:71][CH2:70][CH2:69][CH2:68]3)[C:56]2=[O:72])[CH2:51][CH2:50]1.C(N(C(C)C)C(C)C)C. The product is [CH:67]1([N:57]2[C:58]3[N:65]=[CH:64][C:63]([F:66])=[CH:62][C:59]=3[C:60](=[O:61])[N:55]([CH:52]3[CH2:53][CH2:54][CH:49]([NH:48][C:10]([C:2]4[N:1]=[C:5]5[CH:6]=[CH:7][CH:8]=[CH:9][N:4]5[CH:3]=4)=[O:12])[CH2:50][CH2:51]3)[C:56]2=[O:72])[CH2:68][CH2:69][CH2:70][CH2:71]1. The catalyst is CN1CCCC1=O. The yield is 0.240. (10) The reactants are [I:1][C:2]1[CH:3]=[C:4]([C:8]2[O:12][C:11](=[O:13])[NH:10][N:9]=2)[CH:5]=[CH:6][CH:7]=1.[C:14](=O)([O-])[O-].[K+].[K+].CI.O. The catalyst is CN(C=O)C. The product is [I:1][C:2]1[CH:3]=[C:4]([C:8]2[O:12][C:11](=[O:13])[N:10]([CH3:14])[N:9]=2)[CH:5]=[CH:6][CH:7]=1. The yield is 0.900.